This data is from Full USPTO retrosynthesis dataset with 1.9M reactions from patents (1976-2016). The task is: Predict the reactants needed to synthesize the given product. (1) Given the product [C:1]1([NH:7][N:8]=[CH:11][C:10]([OH:14])=[O:13])[CH:6]=[CH:5][CH:4]=[CH:3][CH:2]=1, predict the reactants needed to synthesize it. The reactants are: [C:1]1([NH:7][NH2:8])[CH:6]=[CH:5][CH:4]=[CH:3][CH:2]=1.Cl.[C:10]([OH:14])(=[O:13])[CH:11]=O. (2) Given the product [Br:6][C:7]1[CH:13]=[CH:12][C:10]([NH:11][S:2]([CH3:1])(=[O:4])=[O:3])=[CH:9][CH:8]=1, predict the reactants needed to synthesize it. The reactants are: [CH3:1][S:2](Cl)(=[O:4])=[O:3].[Br:6][C:7]1[CH:13]=[CH:12][C:10]([NH2:11])=[CH:9][CH:8]=1.N1C=CC=CC=1.